Dataset: Full USPTO retrosynthesis dataset with 1.9M reactions from patents (1976-2016). Task: Predict the reactants needed to synthesize the given product. (1) Given the product [O:27]=[C:17]1[C:25]2[C:20](=[CH:21][CH:22]=[CH:23][CH:24]=2)[C:19](=[O:26])[N:18]1[CH2:2][C@@H:3]1[CH2:9][C@@H:8]2[C@@H:6]([CH2:7]2)[CH2:5][N:4]1[C:10]([O:12][C:13]([CH3:16])([CH3:15])[CH3:14])=[O:11], predict the reactants needed to synthesize it. The reactants are: O[CH2:2][C@@H:3]1[CH2:9][C@@H:8]2[C@@H:6]([CH2:7]2)[CH2:5][N:4]1[C:10]([O:12][C:13]([CH3:16])([CH3:15])[CH3:14])=[O:11].[C:17]1(=[O:27])[C:25]2[C:20](=[CH:21][CH:22]=[CH:23][CH:24]=2)[C:19](=[O:26])[NH:18]1.C1(P(C2C=CC=CC=2)C2C=CC=CC=2)C=CC=CC=1.CC(OC(/N=N/C(OC(C)C)=O)=O)C. (2) The reactants are: [Cl:1][C:2]1[CH:7]=[CH:6][C:5]([N+:8]([O-:10])=[O:9])=[C:4](F)[CH:3]=1.[NH2:12][CH:13]1[CH2:18][CH2:17][N:16]([C:19]([O:21][CH2:22][CH3:23])=[O:20])[CH2:15][CH2:14]1. Given the product [CH2:22]([O:21][C:19]([N:16]1[CH2:15][CH2:14][CH:13]([NH:12][C:4]2[CH:3]=[C:2]([Cl:1])[CH:7]=[CH:6][C:5]=2[N+:8]([O-:10])=[O:9])[CH2:18][CH2:17]1)=[O:20])[CH3:23], predict the reactants needed to synthesize it. (3) Given the product [CH:26]([N:28]([CH:29]([CH3:31])[CH3:30])[C:13]1[C:14]2[N:15]=[C:7]([C:6]3[N:2]([CH3:1])[CH:3]=[N:4][C:5]=3[C:18]3[CH:19]=[CH:20][CH:21]=[CH:22][CH:23]=3)[S:8][C:9]=2[N:10]=[C:11]([CH:35]=[O:36])[N:12]=1)([CH3:27])[CH3:25], predict the reactants needed to synthesize it. The reactants are: [CH3:1][N:2]1[C:6]([C:7]2[S:8][C:9]3[N:10]=[CH:11][N:12]=[C:13](SC)[C:14]=3[N:15]=2)=[C:5]([C:18]2[CH:23]=[CH:22][CH:21]=[CH:20][CH:19]=2)[N:4]=[CH:3]1.[Li+].[CH3:25][CH:26]([N-:28][CH:29]([CH3:31])[CH3:30])[CH3:27].CN([CH:35]=[O:36])C.O. (4) Given the product [O:3]1[C:4]2[CH:6]=[CH:7][CH:8]=[CH:9][C:10]=2[CH:1]=[CH:2]1, predict the reactants needed to synthesize it. The reactants are: [CH3:1][CH2:2][O:3][C:4]([CH3:6])=O.[CH3:7][CH2:8][CH2:9][CH2:10]CC. (5) Given the product [C:35]([C:22]1[CH:23]=[N:24][C:25]2[C:30]([C:21]=1[C:17]1[CH:16]=[C:15]([NH:14][S:2]([C:5]3[CH:13]=[CH:12][C:8]([C:9]([OH:11])=[O:10])=[CH:7][CH:6]=3)(=[O:4])=[O:3])[CH:20]=[CH:19][CH:18]=1)=[CH:29][CH:28]=[CH:27][C:26]=2[C:31]([F:34])([F:32])[F:33])(=[O:36])[C:37]1[CH:38]=[CH:39][CH:40]=[CH:41][CH:42]=1, predict the reactants needed to synthesize it. The reactants are: Cl[S:2]([C:5]1[CH:13]=[CH:12][C:8]([C:9]([OH:11])=[O:10])=[CH:7][CH:6]=1)(=[O:4])=[O:3].[NH2:14][C:15]1[CH:16]=[C:17]([C:21]2[C:30]3[C:25](=[C:26]([C:31]([F:34])([F:33])[F:32])[CH:27]=[CH:28][CH:29]=3)[N:24]=[CH:23][C:22]=2[C:35]([C:37]2[CH:42]=[CH:41][CH:40]=[CH:39][CH:38]=2)=[O:36])[CH:18]=[CH:19][CH:20]=1.C(N(CC)CC)C. (6) Given the product [CH3:1][C@@H:2]1[CH2:7][C:6](=[O:8])[CH2:5][C@H:4]([CH3:9])[O:3]1, predict the reactants needed to synthesize it. The reactants are: [CH3:1][C:2]1[O:3][C:4]([CH3:9])=[CH:5][C:6](=[O:8])[CH:7]=1. (7) Given the product [C:12]([NH2:28])(=[O:13])[C:11]1[CH:16]=[CH:17][CH:8]=[CH:9][CH:10]=1, predict the reactants needed to synthesize it. The reactants are: ClC(OCC)=O.N[C:8]1[CH:17]=[CH:16][C:11]([C:12](OC)=[O:13])=[CH:10][CH:9]=1.COC(=O)CC1C=CC([NH2:28])=CC=1. (8) Given the product [CH3:10][CH2:9][CH2:8][CH2:7][CH2:6][CH2:5][CH2:4][CH2:3][CH2:2][CH2:1][CH:16]([OH:15])[CH2:17][CH2:1][CH2:2][CH2:3][CH2:4][CH2:5][CH2:6][CH2:7][CH2:8]/[CH:9]=[CH:10]\[CH2:1]/[CH:2]=[CH:3]\[CH2:4][CH2:5][CH2:6][CH2:7][CH3:8], predict the reactants needed to synthesize it. The reactants are: [CH2:1]([Mg]Br)[CH2:2][CH2:3][CH2:4][CH2:5][CH2:6][CH2:7][CH2:8][CH2:9][CH3:10].C([O:15][CH2:16][CH3:17])C.[BH4-].[Na+].